From a dataset of Full USPTO retrosynthesis dataset with 1.9M reactions from patents (1976-2016). Predict the reactants needed to synthesize the given product. (1) Given the product [CH2:64]([S:65]([NH:68][C:33](=[O:35])[CH2:32][CH:29]1[CH2:30][CH2:31][N:27]([C:13]2[C:12]([C:10]#[N:11])=[CH:17][C:16]([C:18]([O:20][CH2:21][CH3:22])=[O:19])=[C:15]([C:23]([F:25])([F:26])[F:24])[N:14]=2)[CH2:28]1)(=[O:67])=[O:66])[C:58]1[CH:63]=[CH:62][CH:61]=[CH:60][CH:59]=1, predict the reactants needed to synthesize it. The reactants are: CCN(C(C)C)C(C)C.[C:10]([C:12]1[C:13]([N:27]2[CH2:31][CH2:30][CH:29]([CH2:32][C:33]([OH:35])=O)[CH2:28]2)=[N:14][C:15]([C:23]([F:26])([F:25])[F:24])=[C:16]([C:18]([O:20][CH2:21][CH3:22])=[O:19])[CH:17]=1)#[N:11].CN(C(ON1N=NC2C=CC=CC1=2)=[N+](C)C)C.[B-](F)(F)(F)F.[C:58]1([CH2:64][S:65]([NH2:68])(=[O:67])=[O:66])[CH:63]=[CH:62][CH:61]=[CH:60][CH:59]=1. (2) Given the product [C:1]([O:5][C:6](=[O:33])[CH2:7][NH:8][CH2:9][C:10]1[CH:15]=[CH:14][C:13]([C:16]2[CH:17]=[N:18][C:19]([CH2:22][C:23]3[CH:28]=[CH:27][C:26]([O:29][CH2:30][CH2:31][N:46]4[CH2:47][CH2:48][N:43]([C:41]([CH:37]5[CH2:38][CH2:39][CH2:40][O:36]5)=[O:42])[CH2:44][CH2:45]4)=[CH:25][CH:24]=3)=[N:20][CH:21]=2)=[CH:12][CH:11]=1)([CH3:4])([CH3:3])[CH3:2], predict the reactants needed to synthesize it. The reactants are: [C:1]([O:5][C:6](=[O:33])[CH2:7][NH:8][CH2:9][C:10]1[CH:15]=[CH:14][C:13]([C:16]2[CH:17]=[N:18][C:19]([CH2:22][C:23]3[CH:28]=[CH:27][C:26]([O:29][CH2:30][CH2:31]Cl)=[CH:25][CH:24]=3)=[N:20][CH:21]=2)=[CH:12][CH:11]=1)([CH3:4])([CH3:3])[CH3:2].[I-].[Na+].[O:36]1[CH2:40][CH2:39][CH2:38][CH:37]1[C:41]([N:43]1[CH2:48][CH2:47][NH:46][CH2:45][CH2:44]1)=[O:42].